Dataset: Full USPTO retrosynthesis dataset with 1.9M reactions from patents (1976-2016). Task: Predict the reactants needed to synthesize the given product. Given the product [C:82]([C:3]1[CH:2]=[CH:7][C:6]([C:8]2[CH:13]=[CH:12][N:11]([CH:14]([CH2:27][C:28]3[CH:29]=[CH:30][CH:31]=[CH:32][CH:33]=3)[C:15]([NH:17][C:18]3[CH:19]=[CH:20][C:21]([C:22]([OH:24])=[O:23])=[CH:25][CH:26]=3)=[O:16])[C:10](=[O:34])[CH:9]=2)=[CH:5][CH:4]=1)(=[NH:78])[NH2:81], predict the reactants needed to synthesize it. The reactants are: Cl[C:2]1[CH:3]=[CH:4][C:5](N2C=NN=N2)=[C:6]([C:8]2[CH:13]=[CH:12][N:11]([CH:14]([CH2:27][C:28]3[CH:33]=[CH:32][CH:31]=[CH:30][CH:29]=3)[C:15]([NH:17][C:18]3[CH:26]=[CH:25][C:21]([C:22]([OH:24])=[O:23])=[CH:20][CH:19]=3)=[O:16])[C:10](=[O:34])[CH:9]=2)[CH:7]=1.ClC1C=CC([N:78]2[CH:82]=[N:81]N=N2)=C(C2C=CN(C(CC3C=CC=CC=3)C(NC3C=CC(C(OC(C)(C)C)=O)=CC=3)=O)C(=O)C=2)C=1.